From a dataset of Forward reaction prediction with 1.9M reactions from USPTO patents (1976-2016). Predict the product of the given reaction. (1) Given the reactants [OH:1][CH:2]([C:16]1[CH:21]=[CH:20][C:19]([CH3:22])=[CH:18][CH:17]=1)[C:3]#[C:4][C:5]1([OH:15])[CH2:14][CH2:13][C:8]2([O:12][CH2:11][CH2:10][O:9]2)[CH2:7][CH2:6]1, predict the reaction product. The product is: [OH:15][C:5]1([C:4]#[C:3][C:2]([C:16]2[CH:21]=[CH:20][C:19]([CH3:22])=[CH:18][CH:17]=2)=[O:1])[CH2:14][CH2:13][C:8]2([O:12][CH2:11][CH2:10][O:9]2)[CH2:7][CH2:6]1. (2) Given the reactants C([O:3][C:4]([C:6]1[C:7]([CH3:25])=[N:8][C:9]([NH:13][CH2:14][CH2:15][CH2:16][C:17]2[CH:22]=[C:21]([OH:23])[CH:20]=[CH:19][C:18]=2[F:24])=[N:10][C:11]=1[CH3:12])=[O:5])C.O.[OH-].[Li+], predict the reaction product. The product is: [F:24][C:18]1[CH:19]=[CH:20][C:21]([OH:23])=[CH:22][C:17]=1[CH2:16][CH2:15][CH2:14][NH:13][C:9]1[N:8]=[C:7]([CH3:25])[C:6]([C:4]([OH:5])=[O:3])=[C:11]([CH3:12])[N:10]=1. (3) Given the reactants [SH:1][C:2]1[NH:3][C:4]2[CH:10]=[CH:9][CH:8]=[CH:7][C:5]=2[N:6]=1.C[O-].[Na+].[OH:14][CH2:15][CH2:16][CH2:17][CH2:18][CH2:19][CH2:20][CH2:21][CH2:22][CH2:23][O:24][C:25]1[CH:30]=[CH:29][N:28]=[C:27]([CH2:31]Cl)[C:26]=1[CH3:33], predict the reaction product. The product is: [OH:14][CH2:15][CH2:16][CH2:17][CH2:18][CH2:19][CH2:20][CH2:21][CH2:22][CH2:23][O:24][C:25]1[CH:30]=[CH:29][N:28]=[C:27]([CH2:31][S:1][C:2]2[NH:6][C:5]3[CH:7]=[CH:8][CH:9]=[CH:10][C:4]=3[N:3]=2)[C:26]=1[CH3:33]. (4) Given the reactants Cl.Cl.[O:3]1[C:7]2[CH:8]=[CH:9][CH:10]=[C:11]([CH:12]3[CH2:17][CH2:16][N:15]([CH2:18][CH2:19][C@H:20]4[CH2:25][CH2:24][C@H:23]([NH2:26])[CH2:22][CH2:21]4)[CH2:14][CH2:13]3)[C:6]=2[CH2:5][CH2:4]1.[CH3:27][C:28]1[CH:32]=[C:31]([CH2:33][C:34](O)=[O:35])[O:30][N:29]=1, predict the reaction product. The product is: [O:3]1[C:7]2[CH:8]=[CH:9][CH:10]=[C:11]([CH:12]3[CH2:17][CH2:16][N:15]([CH2:18][CH2:19][C@H:20]4[CH2:21][CH2:22][C@H:23]([NH:26][C:34](=[O:35])[CH2:33][C:31]5[O:30][N:29]=[C:28]([CH3:27])[CH:32]=5)[CH2:24][CH2:25]4)[CH2:14][CH2:13]3)[C:6]=2[CH2:5][CH2:4]1. (5) Given the reactants Br[CH2:2][C:3]([NH:5][C:6]1[CH:11]=[CH:10][C:9]([Cl:12])=[CH:8][C:7]=1[Cl:13])=[O:4].[C:14]([O:18][C:19](=[O:37])[CH2:20][O:21][C:22]1[CH:27]=[CH:26][C:25]([CH2:28][NH:29][CH:30]2[CH2:35][CH2:34][CH2:33][CH2:32][CH2:31]2)=[CH:24][C:23]=1[CH3:36])([CH3:17])([CH3:16])[CH3:15].C(=O)(O)[O-].[Na+], predict the reaction product. The product is: [Cl:13][C:7]1[CH:8]=[C:9]([Cl:12])[CH:10]=[CH:11][C:6]=1[NH:5][C:3](=[O:4])[CH2:2][N:29]([CH2:28][C:25]1[CH:26]=[CH:27][C:22]([O:21][CH2:20][C:19]([O:18][C:14]([CH3:15])([CH3:16])[CH3:17])=[O:37])=[C:23]([CH3:36])[CH:24]=1)[CH:30]1[CH2:35][CH2:34][CH2:33][CH2:32][CH2:31]1.